Dataset: Forward reaction prediction with 1.9M reactions from USPTO patents (1976-2016). Task: Predict the product of the given reaction. (1) Given the reactants [C:1]([C:5]1[CH:6]=[C:7]([PH:17](=[O:34])[C:18]2[CH:23]=[C:22]([C:24]([CH3:27])([CH3:26])[CH3:25])[C:21]([O:28][CH3:29])=[C:20]([C:30]([CH3:33])([CH3:32])[CH3:31])[CH:19]=2)[CH:8]=[C:9]([C:13]([CH3:16])([CH3:15])[CH3:14])[C:10]=1[O:11][CH3:12])([CH3:4])([CH3:3])[CH3:2].C(=CC(C=CC1C=CC=CC=1)=O)C1C=CC=CC=1.C1(PCCCPC2C=CC=CC=2)C=CC=CC=1.FC(F)(F)S(O[C:76]1[CH:81]=[CH:80][CH:79]=[CH:78][C:77]=1[Br:82])(=O)=O.C(N(CC)C(C)C)(C)C.Cl, predict the reaction product. The product is: [C:24]([C:22]1[CH:23]=[C:18]([P:17](=[O:34])([C:7]2[CH:8]=[C:9]([C:13]([CH3:16])([CH3:15])[CH3:14])[C:10]([O:11][CH3:12])=[C:5]([C:1]([CH3:2])([CH3:3])[CH3:4])[CH:6]=2)[C:76]2[CH:81]=[CH:80][CH:79]=[CH:78][C:77]=2[Br:82])[CH:19]=[C:20]([C:30]([CH3:33])([CH3:32])[CH3:31])[C:21]=1[O:28][CH3:29])([CH3:27])([CH3:26])[CH3:25]. (2) Given the reactants Cl.Cl.[Cl:3][C:4]1[CH:5]=[C:6](/[CH:16]=[CH:17]/[C:18]([O:20][CH2:21][CH3:22])=[O:19])[CH:7]=[N:8][C:9]=1[NH:10][C@@H:11]1[CH2:15][CH2:14][NH:13][CH2:12]1.C([O-])([O-])=O.[K+].[K+], predict the reaction product. The product is: [Cl:3][C:4]1[CH:5]=[C:6](/[CH:16]=[CH:17]/[C:18]([O:20][CH2:21][CH3:22])=[O:19])[CH:7]=[N:8][C:9]=1[NH:10][C@@H:11]1[CH2:15][CH2:14][NH:13][CH2:12]1. (3) The product is: [Cl:18][CH:19]([C:23]1[CH:28]=[CH:27][CH:26]=[CH:25][CH:24]=1)[C:20]([NH:8][C:6]1[CH:5]=[CH:4][CH:3]=[C:2]([CH3:1])[N:7]=1)=[O:21]. Given the reactants [CH3:1][C:2]1[N:7]=[C:6]([NH2:8])[CH:5]=[CH:4][CH:3]=1.C(N(C(C)C)CC)(C)C.[Cl:18][CH:19]([C:23]1[CH:28]=[CH:27][CH:26]=[CH:25][CH:24]=1)[C:20](Cl)=[O:21], predict the reaction product. (4) The product is: [F:14][C:9]1[CH:8]=[C:7]([CH:12]=[CH:11][C:10]=1[CH3:13])[CH:17]=[O:18]. Given the reactants C([Li])(C)(C)C.Br[C:7]1[CH:12]=[CH:11][C:10]([CH3:13])=[C:9]([F:14])[CH:8]=1.CN(C)[CH:17]=[O:18].S(=O)(=O)(O)[O-].[K+], predict the reaction product. (5) Given the reactants [NH2:1][C:2]1[CH:7]=[CH:6][C:5]([N:8]2[CH:13]=[CH:12][CH:11]=[CH:10][C:9]2=[O:14])=[CH:4][C:3]=1[F:15].C(=O)([O-])[O-].[K+].[K+].[C:22](Cl)(=[O:26])[C:23]([CH3:25])=[CH2:24], predict the reaction product. The product is: [F:15][C:3]1[CH:4]=[C:5]([N:8]2[CH:13]=[CH:12][CH:11]=[CH:10][C:9]2=[O:14])[CH:6]=[CH:7][C:2]=1[NH:1][C:22](=[O:26])[C:23]([CH3:25])=[CH2:24]. (6) The product is: [CH3:46][O:45][C:43](=[O:44])[C:41]1[CH:40]=[CH:39][C:38]([C:47]#[N:48])=[C:37]([C:2]2[C:7]([O:8][CH3:9])=[N:6][CH:5]=[C:4]3[N:10]([CH2:13][O:14][CH2:15][CH2:16][Si:17]([CH3:20])([CH3:19])[CH3:18])[CH:11]=[CH:12][C:3]=23)[CH:42]=1. Given the reactants Br[C:2]1[C:7]([O:8][CH3:9])=[N:6][CH:5]=[C:4]2[N:10]([CH2:13][O:14][CH2:15][CH2:16][Si:17]([CH3:20])([CH3:19])[CH3:18])[CH:11]=[CH:12][C:3]=12.C(OC(N1C2=CN=CC([C:37]3[CH:42]=[C:41]([C:43]([O:45][CH3:46])=[O:44])[CH:40]=[CH:39][C:38]=3[C:47]#[N:48])=C2C=C1)=O)(C)(C)C.P([O-])([O-])([O-])=O.[K+].[K+].[K+].O1CCOCC1, predict the reaction product. (7) Given the reactants Cl[CH2:2][C:3]([Cl:5])=[O:4].[CH2:6]([NH:13][C@H:14]([CH3:17])[CH2:15][OH:16])[C:7]1[CH:12]=[CH:11][CH:10]=[CH:9][CH:8]=1.C(N(CC)CC)C, predict the reaction product. The product is: [CH2:6]([NH:13][C@H:14]([CH3:17])[CH2:15][O:16][CH2:2][C:3]([Cl:5])=[O:4])[C:7]1[CH:12]=[CH:11][CH:10]=[CH:9][CH:8]=1.